Dataset: Forward reaction prediction with 1.9M reactions from USPTO patents (1976-2016). Task: Predict the product of the given reaction. (1) Given the reactants [S:1]1[CH2:6][CH2:5][NH:4][C:3]2[CH:7]=[CH:8][CH:9]=[CH:10][C:2]1=2.CCN(C(C)C)C(C)C.Cl[C:21]([C@@H:23]1[CH2:27][CH2:26][CH2:25][N:24]1[C:28](OCC1C=CC=CC=1)=O)=[O:22].[Cl:38][C:39]1[CH:44]=[CH:43][C:42]([Cl:45])=[CH:41][C:40]=1CCl, predict the reaction product. The product is: [S:1]1[CH2:6][CH2:5][N:4]([C:21]([C@@H:23]2[CH2:27][CH2:26][CH2:25][N:24]2[CH2:28][C:43]2[CH:44]=[C:39]([Cl:38])[CH:40]=[CH:41][C:42]=2[Cl:45])=[O:22])[C:3]2[CH:7]=[CH:8][CH:9]=[CH:10][C:2]1=2. (2) Given the reactants [Br:1][C:2]1[CH:7]=[CH:6][C:5](F)=[C:4]([N+:9]([O-:11])=[O:10])[CH:3]=1.[CH3:12][C:13]([OH:17])([CH2:15][NH2:16])[CH3:14].C(N(C(C)C)CC)(C)C, predict the reaction product. The product is: [CH3:12][C:13]([OH:17])([CH3:14])[CH2:15][NH:16][C:5]1[CH:6]=[CH:7][C:2]([Br:1])=[CH:3][C:4]=1[N+:9]([O-:11])=[O:10]. (3) Given the reactants [CH3:1][O:2][C:3]1[CH:4]=[C:5]2[C:10](=[CH:11][C:12]=1[O:13][CH3:14])[N:9]=[CH:8][N:7]=[C:6]2[O:15][C:16]1[CH:22]=[CH:21][C:19]([NH2:20])=[C:18]([N+:23]([O-:25])=[O:24])[CH:17]=1.C(N(CC)CC)C.ClC(Cl)(O[C:37](=[O:43])OC(Cl)(Cl)Cl)Cl.[N:45]1([CH2:50][CH2:51][NH2:52])[CH2:49][CH2:48][CH2:47][CH2:46]1, predict the reaction product. The product is: [CH3:1][O:2][C:3]1[CH:4]=[C:5]2[C:10](=[CH:11][C:12]=1[O:13][CH3:14])[N:9]=[CH:8][N:7]=[C:6]2[O:15][C:16]1[CH:22]=[CH:21][C:19]([NH:20][C:37]([NH:52][CH2:51][CH2:50][N:45]2[CH2:49][CH2:48][CH2:47][CH2:46]2)=[O:43])=[C:18]([N+:23]([O-:25])=[O:24])[CH:17]=1. (4) Given the reactants C([O:8][CH2:9][CH2:10][O:11][C:12]1[CH:17]=[CH:16][C:15]([N+:18]([O-])=O)=[CH:14][N:13]=1)C1C=CC=CC=1, predict the reaction product. The product is: [NH2:18][C:15]1[CH:16]=[CH:17][C:12]([O:11][CH2:10][CH2:9][OH:8])=[N:13][CH:14]=1. (5) Given the reactants [Si:1]([O:8][C@@H:9]([CH2:18][CH2:19][CH2:20][CH2:21][CH2:22][CH2:23][CH2:24][CH3:25])[CH2:10][CH2:11][CH2:12][CH2:13][CH2:14][CH2:15][CH:16]=[O:17])([C:4]([CH3:7])([CH3:6])[CH3:5])([CH3:3])[CH3:2].Cl([O-])=[O:27].[Na+].P([O-])(O)(O)=O.[Na+].[Si](C=[N+]=[N-])(C)(C)C, predict the reaction product. The product is: [Si:1]([O:8][C@@H:9]([CH2:18][CH2:19][CH2:20][CH2:21][CH2:22][CH2:23][CH2:24][CH3:25])[CH2:10][CH2:11][CH2:12][CH2:13][CH2:14][CH2:15][C:16]([OH:27])=[O:17])([C:4]([CH3:7])([CH3:6])[CH3:5])([CH3:2])[CH3:3]. (6) Given the reactants [O:1]=[S:2]1(=[O:28])[C:7]2[CH:8]=[CH:9][CH:10]=[CH:11][C:6]=2[NH:5][C:4]([C:12]2[C:17](=[O:18])[N:16]([N:19]=[CH:20][CH:21]([CH3:23])[CH3:22])[C:15]3[CH:24]=[CH:25][S:26][C:14]=3[C:13]=2[OH:27])=[N:3]1.[CH3:29]O.[BH4-].[Li+].Cl, predict the reaction product. The product is: [CH:21]1([CH:20]([NH:19][N:16]2[C:17](=[O:18])[C:12]([C:4]3[NH:5][C:6]4[CH:11]=[CH:10][CH:9]=[CH:8][C:7]=4[S:2](=[O:1])(=[O:28])[N:3]=3)=[C:13]([OH:27])[C:14]3[S:26][CH:25]=[CH:24][C:15]2=3)[CH3:29])[CH2:22][CH2:23]1. (7) Given the reactants [C:1]([N:8]([C:33]([O:35][C:36]([CH3:39])([CH3:38])[CH3:37])=[O:34])[C:9]1[N:14]=[C:13]([C:15]2[CH:20]=[CH:19][N:18]=[CH:17][C:16]=2[NH:21]C(=O)OCC2C=CC=CC=2)[CH:12]=[C:11]([CH3:32])[N:10]=1)([O:3][C:4]([CH3:7])([CH3:6])[CH3:5])=[O:2], predict the reaction product. The product is: [NH2:21][C:16]1[CH:17]=[N:18][CH:19]=[CH:20][C:15]=1[C:13]1[CH:12]=[C:11]([CH3:32])[N:10]=[C:9]([N:8]([C:33]([O:35][C:36]([CH3:39])([CH3:38])[CH3:37])=[O:34])[C:1]([O:3][C:4]([CH3:6])([CH3:7])[CH3:5])=[O:2])[N:14]=1.